This data is from Catalyst prediction with 721,799 reactions and 888 catalyst types from USPTO. The task is: Predict which catalyst facilitates the given reaction. (1) Reactant: [OH:1][C:2]1[CH:3]=[C:4]([CH:7]=[CH:8][CH:9]=1)[CH:5]=[O:6].Br[CH2:11][CH2:12][CH2:13][Cl:14].C(=O)([O-])[O-].[K+].[K+]. Product: [Cl:14][CH2:13][CH2:12][CH2:11][O:1][C:2]1[CH:3]=[C:4]([CH:7]=[CH:8][CH:9]=1)[CH:5]=[O:6]. The catalyst class is: 21. (2) Reactant: C([N:3]([CH2:15][CH3:16])[C:4](=[O:14])[C:5]1[CH:10]=[CH:9][C:8]([O:11][CH3:12])=[CH:7][C:6]=1[CH3:13])C.[Li]CCCC.[C:22]([C:26]1[CH:33]=[CH:32]C(C#N)=[CH:28][CH:27]=1)([CH3:25])([CH3:24])[CH3:23]. Product: [C:22]([C:26]1[CH:33]=[CH:32][C:16]([C:15]2[NH:3][C:4](=[O:14])[C:5]3[C:6]([CH:13]=2)=[CH:7][C:8]([O:11][CH3:12])=[CH:9][CH:10]=3)=[CH:28][CH:27]=1)([CH3:25])([CH3:24])[CH3:23]. The catalyst class is: 1. (3) Reactant: [Cl:1][C:2]1[N:7]=[C:6](Cl)[C:5]([C:9]([O:11][CH3:12])=[O:10])=[C:4]([CH3:13])[N:3]=1.[NH2:14][C:15]1[CH:20]=[CH:19][CH:18]=[C:17]([CH3:21])[CH:16]=1.C(N(C(C)C)C(C)C)C. Product: [Cl:1][C:2]1[N:3]=[C:4]([CH3:13])[C:5]([C:9]([O:11][CH3:12])=[O:10])=[C:6]([NH:14][C:15]2[CH:16]=[C:17]([CH3:21])[CH:18]=[CH:19][CH:20]=2)[N:7]=1. The catalyst class is: 210. (4) Reactant: [CH:1]([NH2:4])([CH3:3])[CH3:2].Cl[C:6]1[CH:11]=[C:10]([CH3:12])[N:9]=[C:8]([S:13][CH3:14])[N:7]=1. Product: [CH:1]([NH:4][C:6]1[CH:11]=[C:10]([CH3:12])[N:9]=[C:8]([S:13][CH3:14])[N:7]=1)([CH3:3])[CH3:2]. The catalyst class is: 1. (5) Reactant: [Cl:1][C:2]1[N:3]=[N:4][C:5]([NH:8][NH2:9])=[CH:6][CH:7]=1.[N:10]1[C:19]2[C:14](=[CH:15][C:16]([CH2:20][C:21](O)=[O:22])=[CH:17][CH:18]=2)[CH:13]=[CH:12][CH:11]=1.C1CCC(N=C=NC2CCCCC2)CC1.C1(NC(=O)NC2CCCCC2)CCCCC1. Product: [Cl:1][C:2]1[N:3]=[N:4][C:5]([NH:8][NH:9][C:21](=[O:22])[CH2:20][C:16]2[CH:15]=[C:14]3[C:19](=[CH:18][CH:17]=2)[N:10]=[CH:11][CH:12]=[CH:13]3)=[CH:6][CH:7]=1. The catalyst class is: 2. (6) Reactant: [OH:1][C:2]1[CH:3]=[C:4]([CH:7]=[C:8]([N+:11]([O-:13])=[O:12])[C:9]=1[OH:10])[CH:5]=[O:6].[C:14]([O-])([O-])=O.[K+].[K+].Br[CH2:21][CH2:22][CH3:23].C(O[CH2:28][CH3:29])(=O)C. Product: [N+:11]([C:8]1[CH:7]=[C:4]([CH:3]=[C:2]([O:1][CH2:14][CH2:28][CH3:29])[C:9]=1[O:10][CH2:21][CH2:22][CH3:23])[CH:5]=[O:6])([O-:13])=[O:12]. The catalyst class is: 3. (7) Reactant: N#N.[CH3:3][O:4][CH2:5][CH2:6][O:7][CH2:8][CH2:9][O:10][CH2:11][CH2:12][O:13][CH2:14][CH2:15][O:16][CH2:17][CH2:18][O:19][CH2:20][CH2:21][O:22][CH2:23][CH2:24][O:25][C:26]1[CH:27]=[C:28]([CH:30]=[C:31]([O:33][CH3:34])[CH:32]=1)[NH2:29].[C:35]([O:39][C:40](=[O:60])[NH:41][C:42]1[C:51]2[C:46](=[CH:47][CH:48]=[CH:49][CH:50]=2)[C:45]([O:52][C:53]2[CH:58]=[CH:57][N:56]=[C:55](Cl)[CH:54]=2)=[CH:44][CH:43]=1)([CH3:38])([CH3:37])[CH3:36].C1C=CC(P(C2C(C3C(P(C4C=CC=CC=4)C4C=CC=CC=4)=CC=C4C=3C=CC=C4)=C3C(C=CC=C3)=CC=2)C2C=CC=CC=2)=CC=1.C([O-])([O-])=O.[Cs+].[Cs+]. Product: [C:35]([O:39][C:40](=[O:60])[NH:41][C:42]1[C:51]2[C:46](=[CH:47][CH:48]=[CH:49][CH:50]=2)[C:45]([O:52][C:53]2[CH:58]=[CH:57][N:56]=[C:55]([NH:29][C:28]3[CH:30]=[C:31]([O:33][CH3:34])[CH:32]=[C:26]([O:25][CH2:24][CH2:23][O:22][CH2:21][CH2:20][O:19][CH2:18][CH2:17][O:16][CH2:15][CH2:14][O:13][CH2:12][CH2:11][O:10][CH2:9][CH2:8][O:7][CH2:6][CH2:5][O:4][CH3:3])[CH:27]=3)[CH:54]=2)=[CH:44][CH:43]=1)([CH3:38])([CH3:36])[CH3:37]. The catalyst class is: 62.